From a dataset of Reaction yield outcomes from USPTO patents with 853,638 reactions. Predict the reaction yield, written as a fraction of the theoretical maximum amount of product (1.0 means a 100% yield; for example, 0.34 means a 34% yield). (1) The reactants are C(OC([NH:8][C:9]1([CH2:12][N:13]2[C:17]([C:18](OCC)=[O:19])=[C:16]([C:23]([O:25][CH2:26][CH3:27])=[O:24])[C:15]([I:28])=[N:14]2)[CH2:11][CH2:10]1)=O)(C)(C)C.Cl. The catalyst is O1CCOCC1. The product is [I:28][C:15]1[C:16]([C:23]([O:25][CH2:26][CH3:27])=[O:24])=[C:17]2[C:18](=[O:19])[NH:8][C:9]3([CH2:11][CH2:10]3)[CH2:12][N:13]2[N:14]=1. The yield is 0.600. (2) The reactants are [ClH:1].C(OC([N:9]1[CH2:14][CH2:13][CH:12]([CH2:15][N:16]([CH3:27])[C:17]2[CH:22]=[CH:21][N:20]=[C:19]([C:23]([F:26])([F:25])[F:24])[CH:18]=2)[CH2:11][CH2:10]1)=O)(C)(C)C. The catalyst is CO. The product is [ClH:1].[CH3:27][N:16]([CH2:15][CH:12]1[CH2:13][CH2:14][NH:9][CH2:10][CH2:11]1)[C:17]1[CH:22]=[CH:21][N:20]=[C:19]([C:23]([F:24])([F:25])[F:26])[CH:18]=1. The yield is 1.00. (3) The yield is 0.370. The catalyst is C(O)(=O)C. The reactants are C([O:3][C:4]([C:6]1[N:7]=[CH:8][N:9]2[C:14]([C:15]([F:18])([F:17])[F:16])=[CH:13][C:12]([C:19]3[CH:24]=[CH:23][C:22]([C:25]([F:28])([F:27])[F:26])=[CH:21][CH:20]=3)=[N:11][C:10]=12)=[O:5])C.[OH-].[K+].O. The product is [F:17][C:15]([F:16])([F:18])[C:14]1[N:9]2[CH:8]=[N:7][C:6]([C:4]([OH:5])=[O:3])=[C:10]2[N:11]=[C:12]([C:19]2[CH:20]=[CH:21][C:22]([C:25]([F:28])([F:27])[F:26])=[CH:23][CH:24]=2)[CH:13]=1. (4) The reactants are [CH3:1][O:2][C:3]1[C:4]([CH3:31])=[C:5]([C:22]([O:29][CH3:30])=[C:23]([O:27][CH3:28])[C:24]=1[O:25][CH3:26])[CH2:6][C:7]1[CH:15]=[CH:14][C:10]([C:11](O)=[O:12])=[C:9]([C:16]2[CH:17]=[N:18][CH:19]=[CH:20][CH:21]=2)[CH:8]=1.[F:32][C:33]([F:42])([F:41])[C:34]1[CH:40]=[CH:39][C:37]([NH2:38])=[CH:36][CH:35]=1.C(N(CC)CC)C.[Cl-].ClC1N(C)CC[NH+]1C. The catalyst is C(Cl)Cl. The product is [CH3:1][O:2][C:3]1[C:4]([CH3:31])=[C:5]([C:22]([O:29][CH3:30])=[C:23]([O:27][CH3:28])[C:24]=1[O:25][CH3:26])[CH2:6][C:7]1[CH:15]=[CH:14][C:10]([C:11]([NH:38][C:37]2[CH:39]=[CH:40][C:34]([C:33]([F:41])([F:42])[F:32])=[CH:35][CH:36]=2)=[O:12])=[C:9]([C:16]2[CH:17]=[N:18][CH:19]=[CH:20][CH:21]=2)[CH:8]=1. The yield is 0.530.